Dataset: NCI-60 drug combinations with 297,098 pairs across 59 cell lines. Task: Regression. Given two drug SMILES strings and cell line genomic features, predict the synergy score measuring deviation from expected non-interaction effect. Drug 1: C1CN1P(=S)(N2CC2)N3CC3. Drug 2: CCC1(CC2CC(C3=C(CCN(C2)C1)C4=CC=CC=C4N3)(C5=C(C=C6C(=C5)C78CCN9C7C(C=CC9)(C(C(C8N6C)(C(=O)OC)O)OC(=O)C)CC)OC)C(=O)OC)O.OS(=O)(=O)O. Cell line: CAKI-1. Synergy scores: CSS=13.1, Synergy_ZIP=-5.22, Synergy_Bliss=0.707, Synergy_Loewe=2.20, Synergy_HSA=2.69.